Task: Predict the product of the given reaction.. Dataset: Forward reaction prediction with 1.9M reactions from USPTO patents (1976-2016) (1) Given the reactants C[O:2][C:3](=[O:13])[C:4]1[CH:9]=[CH:8][C:7]([O:10][CH3:11])=[C:6]([OH:12])[CH:5]=1.[Cl:14][C:15]1[CH:20]=[CH:19][C:18]([C:21]2([CH2:25]O)[CH2:24][CH2:23][CH2:22]2)=[CH:17][CH:16]=1.CCOC(/N=N/C(OCC)=O)=O, predict the reaction product. The product is: [Cl:14][C:15]1[CH:20]=[CH:19][C:18]([C:21]2([CH2:25][O:12][C:6]3[CH:5]=[C:4]([CH:9]=[CH:8][C:7]=3[O:10][CH3:11])[C:3]([OH:2])=[O:13])[CH2:24][CH2:23][CH2:22]2)=[CH:17][CH:16]=1. (2) Given the reactants [F:1][C:2]([F:23])([F:22])[C:3]1[CH:21]=[CH:20][C:6]([CH2:7][N:8]2[CH2:13][CH2:12][N:11]([CH2:14][C:15]([O:17]CC)=O)[CH2:10][CH2:9]2)=[CH:5][CH:4]=1.[NH2:24][NH2:25], predict the reaction product. The product is: [F:23][C:2]([F:1])([F:22])[C:3]1[CH:21]=[CH:20][C:6]([CH2:7][N:8]2[CH2:13][CH2:12][N:11]([CH2:14][C:15]([NH:24][NH2:25])=[O:17])[CH2:10][CH2:9]2)=[CH:5][CH:4]=1.